From a dataset of Catalyst prediction with 721,799 reactions and 888 catalyst types from USPTO. Predict which catalyst facilitates the given reaction. (1) Reactant: [O:1]=[S:2]1(=[O:30])[CH2:7][CH2:6][N:5]([C:8]([C:10]2[NH:11][C:12]3[C:17]([CH:18]=2)=[CH:16][C:15]([C:19]([N:21]2[CH2:26][CH2:25][N:24]([CH:27]([CH3:29])[CH3:28])[CH2:23][CH2:22]2)=[O:20])=[CH:14][CH:13]=3)=[O:9])[CH2:4][CH2:3]1.[F:31][C:32]([F:43])([F:42])[C:33]1[CH:34]=[C:35](B(O)O)[CH:36]=[CH:37][CH:38]=1.N1C=CC=CC=1. Product: [O:30]=[S:2]1(=[O:1])[CH2:7][CH2:6][N:5]([C:8]([C:10]2[N:11]([C:37]3[CH:36]=[CH:35][CH:34]=[C:33]([C:32]([F:43])([F:42])[F:31])[CH:38]=3)[C:12]3[C:17]([CH:18]=2)=[CH:16][C:15]([C:19]([N:21]2[CH2:22][CH2:23][N:24]([CH:27]([CH3:28])[CH3:29])[CH2:25][CH2:26]2)=[O:20])=[CH:14][CH:13]=3)=[O:9])[CH2:4][CH2:3]1. The catalyst class is: 221. (2) Reactant: [Cl:1][C:2]1[CH:10]=[CH:9][C:5]([C:6]([OH:8])=O)=[CH:4][C:3]=1[NH:11][C:12]([C:14]1[C:24](=[O:25])[NH:23][C:17]2[N:18]=[C:19]([CH3:22])[N:20]=[CH:21][C:16]=2[CH:15]=1)=[O:13].[C:26]([O:30][C:31](=[O:43])[NH:32][CH2:33][CH2:34][CH:35]([NH2:42])[C:36]1[CH:41]=[CH:40][CH:39]=[CH:38][CH:37]=1)([CH3:29])([CH3:28])[CH3:27].C(N(CC)CC)C.CN(C(ON1N=NC2C=CC=NC1=2)=[N+](C)C)C.F[P-](F)(F)(F)(F)F. Product: [Cl:1][C:2]1[CH:10]=[CH:9][C:5]([C:6]([NH:42][CH:35]([C:36]2[CH:37]=[CH:38][CH:39]=[CH:40][CH:41]=2)[CH2:34][CH2:33][NH:32][C:31](=[O:43])[O:30][C:26]([CH3:29])([CH3:28])[CH3:27])=[O:8])=[CH:4][C:3]=1[NH:11][C:12]([C:14]1[C:24](=[O:25])[NH:23][C:17]2[N:18]=[C:19]([CH3:22])[N:20]=[CH:21][C:16]=2[CH:15]=1)=[O:13]. The catalyst class is: 136. (3) Reactant: [CH3:1][CH:2]([CH3:19])[CH2:3][C@@H:4]([B:6]1[O:10][C@@H:9]2[CH2:11][C@@H:12]3[CH2:15][C@H:14]([C@:8]2([CH3:18])[O:7]1)[C:13]3([CH3:17])[CH3:16])[NH3+:5].F[B-](F)(F)F.N1(OC(N(C)C)=[N+](C)C)C2C=CC=CC=2N=N1.[C:42]([O:46][C:47]([NH:49][C@H:50]([C:58](O)=[O:59])[CH2:51][C:52]1[CH:57]=[CH:56][CH:55]=[CH:54][CH:53]=1)=[O:48])([CH3:45])([CH3:44])[CH3:43].C(N(CC)C(C)C)(C)C. Product: [CH3:1][CH:2]([CH3:19])[CH2:3][C@@H:4]([NH:5][C:58](=[O:59])[CH:50]([NH:49][C:47](=[O:48])[O:46][C:42]([CH3:43])([CH3:44])[CH3:45])[CH2:51][C:52]1[CH:57]=[CH:56][CH:55]=[CH:54][CH:53]=1)[B:6]1[O:10][C@H:9]2[CH2:11][C@@H:12]3[CH2:15][C@H:14]([C@:8]2([CH3:18])[O:7]1)[C:13]3([CH3:17])[CH3:16]. The catalyst class is: 4. (4) Reactant: [CH3:1][C@H:2]1[NH:7][CH2:6][CH2:5][N:4]([C:8]([C:10]2[CH:15]=[CH:14][CH:13]=[CH:12][CH:11]=2)=[O:9])[CH2:3]1.[Br:16][CH:17]([CH3:21])[C:18](O)=[O:19].F[P-](F)(F)(F)(F)F.N1(OC(N(C)C)=[N+](C)C)C2C=CC=CC=2N=N1.C(N(CC)CC)C. Product: [C:8]([N:4]1[CH2:5][CH2:6][N:7]([C:18](=[O:19])[CH:17]([Br:16])[CH3:21])[C@H:2]([CH3:1])[CH2:3]1)(=[O:9])[C:10]1[CH:15]=[CH:14][CH:13]=[CH:12][CH:11]=1. The catalyst class is: 120. (5) Reactant: O=[C:2]1[C:10]2([C:14]3=[CH:15][C:16]4[O:20][CH2:19][O:18][C:17]=4[CH:21]=[C:13]3[O:12][CH2:11]2)[C:9]2[C:4](=[CH:5][CH:6]=[CH:7][CH:8]=2)[N:3]1[CH2:22][CH2:23][CH2:24][N:25]1C(=O)C2C(=CC=CC=2)C1=O.O.NN. Product: [NH2:25][CH2:24][CH2:23][CH2:22][N:3]1[C:4]2[C:9](=[CH:8][CH:7]=[CH:6][CH:5]=2)[C:10]2([C:14]3=[CH:15][C:16]4[O:20][CH2:19][O:18][C:17]=4[CH:21]=[C:13]3[O:12][CH2:11]2)[CH2:2]1. The catalyst class is: 8. (6) Reactant: C([O:5][C:6](=[O:21])[CH2:7][CH2:8][C@@H:9]([NH:13]C(OC(C)(C)C)=O)[C:10](O)=[O:11])(C)(C)C.CCN=C=NCCCN(C)C.[ClH:33].[CH2:34]([N:38]1[CH:42]=[C:41]([NH:43][C:44]([NH:46][C:47]2[CH:52]=[CH:51][C:50]([O:53][C:54]([F:57])([F:56])[F:55])=[CH:49][CH:48]=2)=[O:45])[N:40]=[C:39]1[C:58]([NH:60][CH2:61][CH2:62][OH:63])=[O:59])[CH2:35][CH2:36][CH3:37]. Product: [ClH:33].[NH2:13][C@@H:9]([C:10]([O:63][CH2:62][CH2:61][NH:60][C:58]([C:39]1[N:38]([CH2:34][CH2:35][CH2:36][CH3:37])[CH:42]=[C:41]([NH:43][C:44]([NH:46][C:47]2[CH:48]=[CH:49][C:50]([O:53][C:54]([F:55])([F:56])[F:57])=[CH:51][CH:52]=2)=[O:45])[N:40]=1)=[O:59])=[O:11])[CH2:8][CH2:7][C:6]([OH:21])=[O:5]. The catalyst class is: 239. (7) Product: [Cl:19][C:20]1[CH:26]=[CH:25][CH:24]=[CH:23][C:21]=1[NH:22][C:2]1[C:11]2[C:6](=[CH:7][CH:8]=[CH:9][CH:10]=2)[N:5]2[N:12]=[CH:13][C:14]([C:15]([O:17][CH3:18])=[O:16])=[C:4]2[N:3]=1. Reactant: Cl[C:2]1[C:11]2[C:6](=[CH:7][CH:8]=[CH:9][CH:10]=2)[N:5]2[N:12]=[CH:13][C:14]([C:15]([O:17][CH3:18])=[O:16])=[C:4]2[N:3]=1.[Cl:19][C:20]1[CH:26]=[CH:25][CH:24]=[CH:23][C:21]=1[NH2:22].CO. The catalyst class is: 37. (8) Reactant: [Cl:1][C:2]1[C:3]([C:22]2[N:26]=[CH:25][NH:24][N:23]=2)=[C:4]([NH:7][C:8](=[O:21])[CH2:9][N:10]2[C:19]3[C:14](=[N:15][CH:16]=[CH:17][CH:18]=3)[CH:13]=[CH:12][C:11]2=[O:20])[S:5][CH:6]=1.[C:27](=O)([O-])[O-].[K+].[K+].IC. Product: [Cl:1][C:2]1[C:3]([C:22]2[N:26]=[CH:25][N:24]([CH3:27])[N:23]=2)=[C:4]([NH:7][C:8](=[O:21])[CH2:9][N:10]2[C:19]3[C:14](=[N:15][CH:16]=[CH:17][CH:18]=3)[CH:13]=[CH:12][C:11]2=[O:20])[S:5][CH:6]=1. The catalyst class is: 3.